From a dataset of Catalyst prediction with 721,799 reactions and 888 catalyst types from USPTO. Predict which catalyst facilitates the given reaction. Reactant: [CH:1]1([C:7]2[CH:12]=[CH:11][C:10]([CH:13]([NH:23][C:24]([NH:26][C:27]3[CH:32]=[CH:31][C:30]([S:33][C:34]([F:37])([F:36])[F:35])=[CH:29][CH:28]=3)=[O:25])[C:14]3([CH:22]=[CH:21][CH:20]=[CH:19][CH2:18]3)C(O)=O)=[CH:9][CH:8]=2)[CH2:6][CH2:5][CH2:4][CH2:3][CH2:2]1.C1C=NC2N(O)N=NC=2C=1.CCN=C=NCCCN(C)C.Cl.[CH3:60][O:61][C:62](=[O:67])[C@H:63]([OH:66])[CH2:64][NH2:65].C(N(C(C)C)CC)(C)C.CN([CH:80]=[O:81])C. Product: [CH3:60][O:61][C:62](=[O:67])[C@H:63]([OH:66])[CH2:64][NH:65][C:80](=[O:81])[C:20]1[CH:21]=[CH:22][C:14]([CH:13]([NH:23][C:24]([NH:26][C:27]2[CH:28]=[CH:29][C:30]([S:33][C:34]([F:37])([F:36])[F:35])=[CH:31][CH:32]=2)=[O:25])[C:10]2[CH:9]=[CH:8][C:7]([CH:1]3[CH2:2][CH2:3][CH2:4][CH2:5][CH2:6]3)=[CH:12][CH:11]=2)=[CH:18][CH:19]=1. The catalyst class is: 69.